From a dataset of Retrosynthesis with 50K atom-mapped reactions and 10 reaction types from USPTO. Predict the reactants needed to synthesize the given product. Given the product CCOC(=O)c1cc2cc(Cn3cc(C(CC)(OC(=O)c4ccc([N+](=O)[O-])cc4)C(F)(F)F)nn3)ccn2c1C(C)C, predict the reactants needed to synthesize it. The reactants are: C#CC(CC)(OC(=O)c1ccc([N+](=O)[O-])cc1)C(F)(F)F.CCOC(=O)c1cc2cc(CN=[N+]=[N-])ccn2c1C(C)C.